The task is: Predict the reaction yield, written as a fraction of the theoretical maximum amount of product (1.0 means a 100% yield; for example, 0.34 means a 34% yield).. This data is from Reaction yield outcomes from USPTO patents with 853,638 reactions. (1) The reactants are Cl[S:2]([C:5]1[CH:14]=[CH:13][C:8]([C:9]([O:11][CH3:12])=[O:10])=[CH:7][CH:6]=1)(=[O:4])=[O:3].[CH3:15][O:16][C:17]1[CH:22]=[CH:21][C:20]([CH2:23][NH2:24])=[CH:19][CH:18]=1.C(N(CC)CC)C. The catalyst is ClCCl. The product is [CH3:15][O:16][C:17]1[CH:22]=[CH:21][C:20]([CH2:23][NH:24][S:2]([C:5]2[CH:14]=[CH:13][C:8]([C:9]([O:11][CH3:12])=[O:10])=[CH:7][CH:6]=2)(=[O:4])=[O:3])=[CH:19][CH:18]=1. The yield is 0.748. (2) The reactants are [CH2:1]([O:8][N:9]1[C:15](=[O:16])[N:14]2[CH2:17][C@H:10]1[CH2:11][CH2:12][C@H:13]2[C:18]([OH:20])=O)[C:2]1[CH:7]=[CH:6][CH:5]=[CH:4][CH:3]=1.[CH:21]1([C:24]([NH:26][NH2:27])=[O:25])[CH2:23][CH2:22]1.ON1C2C=CC=CC=2N=N1.Cl.C(N=C=NCCCN(C)C)C. The catalyst is C(Cl)Cl.CN(C)C1C=CN=CC=1. The product is [CH2:1]([O:8][N:9]1[C:15](=[O:16])[N:14]2[CH2:17][C@@H:10]1[CH2:11][CH2:12][C@@H:13]2[C:18]([NH:27][NH:26][C:24]([CH:21]1[CH2:23][CH2:22]1)=[O:25])=[O:20])[C:2]1[CH:3]=[CH:4][CH:5]=[CH:6][CH:7]=1. The yield is 0.840. (3) The reactants are Cl[S:2]([CH2:5][CH2:6][CH2:7][NH:8][C:9](=[O:11])[CH3:10])(=[O:4])=[O:3].[OH:12][CH2:13][C:14]([CH3:18])([CH2:16][OH:17])[CH3:15].C(N(CC)CC)C. The catalyst is ClCCl.CN(C1C=CN=CC=1)C. The product is [C:9]([NH:8][CH2:7][CH2:6][CH2:5][S:2]([O:12][CH2:13][C:14]([CH3:18])([CH3:15])[CH2:16][OH:17])(=[O:4])=[O:3])(=[O:11])[CH3:10]. The yield is 0.130. (4) The reactants are [CH2:1]([O:3][C:4]([C@:6]1([NH:18][C:19]([O:21][C:22]([CH3:25])([CH3:24])[CH3:23])=[O:20])[CH2:11][C@H:10]([OH:12])[C@@H:9]2[C@H:7]1[C@H:8]2[C:13]([O:15][CH2:16][CH3:17])=[O:14])=[O:5])[CH3:2].N1C=CC=CC=1.[C:32](OC(=O)C)(=[O:34])[CH3:33].C(O)(=O)CC(CC(O)=O)(C(O)=O)O. The catalyst is CN(C1C=CN=CC=1)C.ClCCl. The product is [CH2:1]([O:3][C:4]([C@:6]1([NH:18][C:19]([O:21][C:22]([CH3:23])([CH3:25])[CH3:24])=[O:20])[CH2:11][C@H:10]([O:12][C:32](=[O:34])[CH3:33])[C@@H:9]2[C@H:7]1[C@H:8]2[C:13]([O:15][CH2:16][CH3:17])=[O:14])=[O:5])[CH3:2]. The yield is 0.750.